Task: Predict the reactants needed to synthesize the given product.. Dataset: Full USPTO retrosynthesis dataset with 1.9M reactions from patents (1976-2016) (1) Given the product [CH3:1][O:2][C:3]1[N:4]=[C:5]([CH3:9])[C:6]([N+:10]([O-:12])=[O:11])=[CH:7][CH:8]=1, predict the reactants needed to synthesize it. The reactants are: [CH3:1][O:2][C:3]1[CH:8]=[CH:7][CH:6]=[C:5]([CH3:9])[N:4]=1.[N+:10]([O-])([OH:12])=[O:11].S(=O)(=O)(O)O. (2) Given the product [Cl:55][C:50]1[CH:49]=[C:48]([CH:53]=[CH:52][C:51]=1[Cl:54])[CH2:47][O:46][C:43]1[CH:42]=[CH:41][C:40]([C@H:38]2[CH2:37][O:36][C:32]3=[CH:33][C:34]4[CH2:35][C@@H:26]([C:24]([NH:23][C@@H:6]([CH2:7][C:8]5[CH:13]=[CH:12][C:11]([O:14][C:15]6[CH:20]=[CH:19][N:18]=[C:17]([CH3:21])[C:16]=6[CH3:22])=[CH:10][CH:9]=5)[C:5]([OH:4])=[O:56])=[O:25])[N:27]([S:60]([CH:58]([CH3:59])[CH3:57])(=[O:62])=[O:61])[CH2:28][C:29]=4[CH:30]=[C:31]3[O:39]2)=[CH:45][CH:44]=1, predict the reactants needed to synthesize it. The reactants are: Cl.Cl.C[O:4][C:5](=[O:56])[C@@H:6]([NH:23][C:24]([C@@H:26]1[CH2:35][C:34]2[CH:33]=[C:32]3[O:36][CH2:37][C@H:38]([C:40]4[CH:45]=[CH:44][C:43]([O:46][CH2:47][C:48]5[CH:53]=[CH:52][C:51]([Cl:54])=[C:50]([Cl:55])[CH:49]=5)=[CH:42][CH:41]=4)[O:39][C:31]3=[CH:30][C:29]=2[CH2:28][NH:27]1)=[O:25])[CH2:7][C:8]1[CH:13]=[CH:12][C:11]([O:14][C:15]2[CH:20]=[CH:19][N:18]=[C:17]([CH3:21])[C:16]=2[CH3:22])=[CH:10][CH:9]=1.[CH3:57][CH:58]([S:60](Cl)(=[O:62])=[O:61])[CH3:59]. (3) Given the product [CH3:1][N:2]([CH2:4][C:5]1[C:6]([O:22][CH2:23][CH:24]2[CH2:25][CH2:26]2)=[CH:7][C:8]2[O:12][N:11]=[C:10]([CH2:13][CH2:14][CH:15]3[CH2:20][CH2:19][N:18]([CH2:27][C:28]4[CH:33]=[CH:32][CH:31]=[CH:30][CH:29]=4)[CH2:17][CH2:16]3)[C:9]=2[CH:21]=1)[CH3:3], predict the reactants needed to synthesize it. The reactants are: [CH3:1][N:2]([CH2:4][C:5]1[C:6]([O:22][CH2:23][CH:24]2[CH2:26][CH2:25]2)=[CH:7][C:8]2[O:12][N:11]=[C:10]([CH2:13][CH2:14][CH:15]3[CH2:20][CH2:19][NH:18][CH2:17][CH2:16]3)[C:9]=2[CH:21]=1)[CH3:3].[CH:27](=O)[C:28]1[CH:33]=[CH:32][CH:31]=[CH:30][CH:29]=1.C(O[BH-](OC(=O)C)OC(=O)C)(=O)C.[Na+].C(=O)(O)[O-].[Na+].C(=O)([O-])[O-].[Na+].[Na+].